This data is from Forward reaction prediction with 1.9M reactions from USPTO patents (1976-2016). The task is: Predict the product of the given reaction. (1) Given the reactants [F:1][C:2]1[CH:3]=[C:4]([S:8](C2C=CC3C4CCNC5(CCCOC5)C=4OC=3C=2)(=[O:10])=[O:9])[CH:5]=[CH:6][CH:7]=1.[F:29][CH:30]1[C:35]2([C:40]3[O:41][C:42]4[CH:47]=[C:46](I)[CH:45]=[CH:44][C:43]=4[C:39]=3[CH2:38][CH2:37][NH:36]2)[CH2:34][CH2:33][O:32][CH2:31]1.FC1C=C(S)C=CC=1, predict the reaction product. The product is: [F:29][CH:30]1[C:35]2([C:40]3[O:41][C:42]4[CH:47]=[C:46]([S:8]([C:4]5[CH:5]=[CH:6][CH:7]=[C:2]([F:1])[CH:3]=5)(=[O:10])=[O:9])[CH:45]=[CH:44][C:43]=4[C:39]=3[CH2:38][CH2:37][NH:36]2)[CH2:34][CH2:33][O:32][CH2:31]1. (2) The product is: [C:3]([O:7][C:8](=[O:21])[N:9]([CH2:10][CH2:11][O:12][C:13]1[CH:14]=[N:15][C:16]([F:20])=[CH:17][C:18]=1[I:19])[CH3:22])([CH3:6])([CH3:4])[CH3:5]. Given the reactants [H-].[Na+].[C:3]([O:7][C:8](=[O:21])[NH:9][CH2:10][CH2:11][O:12][C:13]1[CH:14]=[N:15][C:16]([F:20])=[CH:17][C:18]=1[I:19])([CH3:6])([CH3:5])[CH3:4].[CH3:22]I, predict the reaction product. (3) The product is: [OH:1][C:2]1[CH:3]=[C:4]([NH:45][S:46]([NH2:49])(=[O:47])=[O:48])[CH:5]=[C:6]([C:8]2[C:16]3[C:15]([NH:17][C@H:18]([C:20]4[N:25]([C:26]5[CH:27]=[CH:28][CH:29]=[CH:30][CH:31]=5)[C:24](=[O:32])[C:23]5=[C:33]([CH3:36])[CH:34]=[CH:35][N:22]5[N:21]=4)[CH3:19])=[N:14][CH:13]=[N:12][C:11]=3[NH:10][CH:9]=2)[CH:7]=1. Given the reactants [OH:1][C:2]1[CH:3]=[C:4]([NH:45][S:46]([NH2:49])(=[O:48])=[O:47])[CH:5]=[C:6]([C:8]2[C:16]3[C:15]([NH:17][C@H:18]([C:20]4[N:25]([C:26]5[CH:31]=[CH:30][CH:29]=[CH:28][CH:27]=5)[C:24](=[O:32])[C:23]5=[C:33]([CH3:36])[CH:34]=[CH:35][N:22]5[N:21]=4)[CH3:19])=[N:14][CH:13]=[N:12][C:11]=3[N:10](COCC[Si](C)(C)C)[CH:9]=2)[CH:7]=1.FC(F)(F)C(O)=O.N, predict the reaction product. (4) Given the reactants [O:1]=[C:2]1[NH:6][C:5]2[CH:7]=[CH:8][C:9]([C:11]([OH:13])=O)=[CH:10][C:4]=2[O:3]1.Cl.[C:15]1([CH2:21][CH2:22][O:23][C@@H:24]2[CH2:29][CH2:28][C@H:27]([CH2:30][NH2:31])[CH2:26][CH2:25]2)[CH:20]=[CH:19][CH:18]=[CH:17][CH:16]=1, predict the reaction product. The product is: [O:1]=[C:2]1[NH:6][C:5]2[CH:7]=[CH:8][C:9]([C:11]([NH:31][CH2:30][C@H:27]3[CH2:26][CH2:25][C@@H:24]([O:23][CH2:22][CH2:21][C:15]4[CH:16]=[CH:17][CH:18]=[CH:19][CH:20]=4)[CH2:29][CH2:28]3)=[O:13])=[CH:10][C:4]=2[O:3]1. (5) Given the reactants [Br:1][C:2]1[C:6]2[CH:7]=[C:8]([C:11]3[CH:16]=[CH:15][CH:14]=[CH:13][CH:12]=3)[CH:9]=[CH:10][C:5]=2[S:4][CH:3]=1.[N+:17]([O-])([OH:19])=[O:18], predict the reaction product. The product is: [Br:1][C:2]1[C:6]2[CH:7]=[C:8]([C:11]3[CH:16]=[CH:15][CH:14]=[CH:13][CH:12]=3)[CH:9]=[CH:10][C:5]=2[S:4][C:3]=1[N+:17]([O-:19])=[O:18]. (6) Given the reactants [CH3:1][C:2]1(C)OC(=O)[CH:5]([C:9]([C:11]2[CH:20]=[CH:19][C:14]3[N:15]([CH3:18])[N:16]=[N:17][C:13]=3[CH:12]=2)=[O:10])[C:4](=[O:21])[O:3]1, predict the reaction product. The product is: [CH3:18][N:15]1[C:14]2[CH:19]=[CH:20][C:11]([C:9](=[O:10])[CH2:5][C:4]([O:3][CH2:2][CH3:1])=[O:21])=[CH:12][C:13]=2[N:17]=[N:16]1. (7) Given the reactants OC1C=CC=CC=1/C=[N:5]\[C@@H:6]1[C:13](=[O:14])[N:12]2[C@@H:7]1[S:8][CH2:9][C:10]([CH2:27][S:28][C:29]1[S:30][C:31]([CH3:34])=[N:32][N:33]=1)=[C:11]2[C:15]([O:17]CC1C=CC(OC)=CC=1)=[O:16].O.CS([O:44][C:45](=O)[CH2:46][N:47]1[CH:51]=[N:50][N:49]=[N:48]1)(=O)=O.ClCCl, predict the reaction product. The product is: [N:47]1([CH2:46][C:45]([NH:5][C@@H:6]2[C:13](=[O:14])[N:12]3[C@@H:7]2[S:8][CH2:9][C:10]([CH2:27][S:28][C:29]2[S:30][C:31]([CH3:34])=[N:32][N:33]=2)=[C:11]3[C:15]([OH:17])=[O:16])=[O:44])[CH:51]=[N:50][N:49]=[N:48]1. (8) Given the reactants [F:1][C:2]1[C:11]2[O:10][CH2:9][C@@H:8]3[C@@H:12]([NH:13][C:14]([NH:16][C:17]4[N:22]=[CH:21][C:20]([O:23][C:24]5[CH:40]=[CH:39][C:27]([C:28]([NH:30][NH:31]C(OC(C)(C)C)=O)=[O:29])=[CH:26][CH:25]=5)=[CH:19][CH:18]=4)=[O:15])[C@@H:7]3[C:6]=2[C:5]([F:41])=[CH:4][CH:3]=1, predict the reaction product. The product is: [F:1][C:2]1[C:11]2[O:10][CH2:9][C@@H:8]3[C@@H:12]([NH:13][C:14]([NH:16][C:17]4[CH:18]=[CH:19][C:20]([O:23][C:24]5[CH:40]=[CH:39][C:27]([C:28]([NH:30][NH2:31])=[O:29])=[CH:26][CH:25]=5)=[CH:21][N:22]=4)=[O:15])[C@@H:7]3[C:6]=2[C:5]([F:41])=[CH:4][CH:3]=1. (9) Given the reactants [Cl:1][CH2:2][CH2:3][CH:4]([C:6]1[CH:11]=[CH:10][CH:9]=[CH:8][CH:7]=1)[OH:5].[CH3:12][S:13](Cl)(=[O:15])=[O:14], predict the reaction product. The product is: [Cl:1][CH2:2][CH2:3][CH:4]([O:5][S:13]([CH3:12])(=[O:15])=[O:14])[C:6]1[CH:11]=[CH:10][CH:9]=[CH:8][CH:7]=1. (10) The product is: [F:49][C:30]1[CH:29]=[C:28]([NH:27][C:10]([C:7]2[C:6](=[O:13])[N:5]([C:14]3[CH:15]=[CH:16][CH:17]=[CH:18][CH:19]=3)[N:4]([CH2:3][C:2]([OH:1])([CH3:20])[CH3:21])[C:8]=2[CH3:9])=[O:12])[CH:48]=[CH:47][C:31]=1[O:32][C:33]1[CH:34]=[C:35]([NH:39][C:40]([N:42]2[CH2:43][CH2:44][CH2:45][CH2:46]2)=[O:41])[N:36]=[CH:37][N:38]=1. Given the reactants [OH:1][C:2]([CH3:21])([CH3:20])[CH2:3][N:4]1[C:8]([CH3:9])=[C:7]([C:10]([OH:12])=O)[C:6](=[O:13])[N:5]1[C:14]1[CH:19]=[CH:18][CH:17]=[CH:16][CH:15]=1.CN(C=O)C.[NH2:27][C:28]1[CH:48]=[CH:47][C:31]([O:32][C:33]2[N:38]=[CH:37][N:36]=[C:35]([NH:39][C:40]([N:42]3[CH2:46][CH2:45][CH2:44][CH2:43]3)=[O:41])[CH:34]=2)=[C:30]([F:49])[CH:29]=1.CN(C(ON1N=NC2C=CC=NC1=2)=[N+](C)C)C.F[P-](F)(F)(F)(F)F, predict the reaction product.